This data is from Reaction yield outcomes from USPTO patents with 853,638 reactions. The task is: Predict the reaction yield, written as a fraction of the theoretical maximum amount of product (1.0 means a 100% yield; for example, 0.34 means a 34% yield). (1) The reactants are C([O:4][C@H:5]1[C@@H:29]([O:30]C(=O)C)[C@H:28]([O:34]C(=O)C)[C@@H:27]([CH2:38][O:39]C(=O)C)[O:26][C@@H:6]1[O:7][C:8]1[CH:13]=[CH:12][C:11]([N:14]2[C:22]3[C:17](=[CH:18][C:19]([O:23][CH3:24])=[CH:20][CH:21]=3)[CH:16]=[CH:15]2)=[CH:10][C:9]=1[Cl:25])(=O)C.CO[Na].CO. The catalyst is CO. The product is [O:7]([C:8]1[CH:13]=[CH:12][C:11]([N:14]2[C:22]3[C:17](=[CH:18][C:19]([O:23][CH3:24])=[CH:20][CH:21]=3)[CH:16]=[CH:15]2)=[CH:10][C:9]=1[Cl:25])[C@H:6]1[O:26][C@H:27]([CH2:38][OH:39])[C@@H:28]([OH:34])[C@H:29]([OH:30])[C@@H:5]1[OH:4]. The yield is 0.690. (2) The reactants are [F:1][C:2]1[CH:3]=[CH:4][CH:5]=[C:6]2[C:10]=1[NH:9][C:8](=O)[C:7]2=[O:12].[C:13]12[C:19](=[CH:20][CH:21]=[CH:22][CH:23]=1)[NH:18]C(=O)O[C:14]2=[O:15].CN(C1C=CC=CN=1)C.Cl. The catalyst is N1C=CC=CC=1.C(Cl)(Cl)Cl. The product is [F:1][C:2]1[CH:3]=[CH:4][CH:5]=[C:6]2[C:10]=1[N:9]1[C:8](=[N:18][C:19]3[C:13]([C:14]1=[O:15])=[CH:23][CH:22]=[CH:21][CH:20]=3)[C:7]2=[O:12]. The yield is 0.140. (3) The reactants are [Cl:1][CH2:2]C(CCl)=O.[CH2:7]([O:14][C:15]([NH:17][C@H:18]([C:26]([OH:28])=O)[CH2:19][C:20]1[CH:25]=[CH:24][CH:23]=[CH:22][CH:21]=1)=[O:16])[C:8]1[CH:13]=[CH:12][CH:11]=[CH:10][CH:9]=1.[BH4-].[Na+]. The catalyst is CO.O1CCCC1. The product is [CH2:7]([O:14][C:15]([NH:17][C@@H:18]([CH2:19][C:20]1[CH:21]=[CH:22][CH:23]=[CH:24][CH:25]=1)[C@H:26]([OH:28])[CH2:2][Cl:1])=[O:16])[C:8]1[CH:9]=[CH:10][CH:11]=[CH:12][CH:13]=1. The yield is 0.430. (4) The yield is 1.00. The catalyst is C(Cl)Cl. The product is [Cl:34][C:35]([N:5]1[CH2:4][CH:3]([CH2:1][CH3:2])[O:8][C:7]2[CH:9]=[C:10]([C:13]3[CH:14]=[CH:15][C:16]([O:19][CH2:20][C:21]([CH3:26])([CH3:27])[C:22]([O:24][CH3:25])=[O:23])=[N:17][CH:18]=3)[CH:11]=[CH:12][C:6]1=2)=[O:37]. The reactants are [CH2:1]([CH:3]1[O:8][C:7]2[CH:9]=[C:10]([C:13]3[CH:14]=[CH:15][C:16]([O:19][CH2:20][C:21]([CH3:27])([CH3:26])[C:22]([O:24][CH3:25])=[O:23])=[N:17][CH:18]=3)[CH:11]=[CH:12][C:6]=2[NH:5][CH2:4]1)[CH3:2].N1C=CC=CC=1.[Cl:34][C:35](Cl)([O:37]C(=O)OC(Cl)(Cl)Cl)Cl. (5) The reactants are [OH:1][C:2]1[C:6]([C:7]([O:9][CH2:10][CH3:11])=[O:8])=[CH:5][NH:4][N:3]=1.C(N(CC)CC)C.[CH3:19][C:20]([O:23][C:24](O[C:24]([O:23][C:20]([CH3:22])([CH3:21])[CH3:19])=[O:25])=[O:25])([CH3:22])[CH3:21]. The catalyst is CN(C)C1C=CN=CC=1.O1CCCC1. The product is [OH:1][C:2]1[C:6]([C:7]([O:9][CH2:10][CH3:11])=[O:8])=[CH:5][N:4]([C:24]([O:23][C:20]([CH3:22])([CH3:21])[CH3:19])=[O:25])[N:3]=1. The yield is 0.810. (6) The reactants are [Br:1][CH2:2][CH2:3][CH:4]([CH3:8])[C:5](Br)=[O:6].[CH3:9][OH:10]. The catalyst is C(Cl)(Cl)Cl. The product is [CH3:9][O:10][C:5](=[O:6])[CH:4]([CH3:8])[CH2:3][CH2:2][Br:1]. The yield is 0.510. (7) The reactants are [Cl:1][C:2]1[N:7]=[C:6]([C:8]#[N:9])[C:5]([N+:10]([O-])=O)=[CH:4][CH:3]=1.C(O)(=O)C.[O-]S(S([O-])=O)=O.[Na+].[Na+].O=P12OP3(OP(OP(O3)(O1)=O)(=O)O2)=O. The catalyst is O. The product is [NH2:10][C:5]1[C:6]([C:8]#[N:9])=[N:7][C:2]([Cl:1])=[CH:3][CH:4]=1. The yield is 0.800. (8) The reactants are Br[C:2]1[CH:3]=[C:4]2[CH:10]=[CH:9][NH:8][C:5]2=[N:6][CH:7]=1.[CH3:11][O:12][C:13]1[CH:14]=[C:15](B(O)O)[CH:16]=[C:17]([O:21][CH3:22])[C:18]=1[O:19][CH3:20].C([O-])([O-])=O.[Na+].[Na+].CCOC(C)=O. The catalyst is CC#N.Cl[Pd](Cl)([P](C1C=CC=CC=1)(C1C=CC=CC=1)C1C=CC=CC=1)[P](C1C=CC=CC=1)(C1C=CC=CC=1)C1C=CC=CC=1. The product is [CH3:22][O:21][C:17]1[CH:16]=[C:15]([C:2]2[CH:3]=[C:4]3[CH:10]=[CH:9][NH:8][C:5]3=[N:6][CH:7]=2)[CH:14]=[C:13]([O:12][CH3:11])[C:18]=1[O:19][CH3:20]. The yield is 0.840. (9) The product is [CH2:21]([S:20][C:16]1[N:15]=[C:14]([C:12]2[S:4][C:3]3[CH:5]=[CH:6][CH:7]=[CH:8][C:2]=3[C:1](=[O:10])[N:13]=2)[CH:19]=[CH:18][CH:17]=1)[CH2:22][CH:23]([CH3:25])[CH3:24]. The catalyst is C1(C)C=CC=CC=1. The yield is 0.260. The reactants are [C:1]([O:10]C)(=O)[C:2]1[C:3](=[CH:5][CH:6]=[CH:7][CH:8]=1)[SH:4].[C:12]([C:14]1[CH:19]=[CH:18][CH:17]=[C:16]([S:20][CH2:21][CH2:22][CH:23]([CH3:25])[CH3:24])[N:15]=1)#[N:13].C(N(CC)CC)C.